Dataset: NCI-60 drug combinations with 297,098 pairs across 59 cell lines. Task: Regression. Given two drug SMILES strings and cell line genomic features, predict the synergy score measuring deviation from expected non-interaction effect. (1) Drug 2: CC1=C(C=C(C=C1)NC(=O)C2=CC=C(C=C2)CN3CCN(CC3)C)NC4=NC=CC(=N4)C5=CN=CC=C5. Synergy scores: CSS=6.85, Synergy_ZIP=-0.287, Synergy_Bliss=0.992, Synergy_Loewe=-2.02, Synergy_HSA=-0.528. Cell line: NCI-H522. Drug 1: CC1=CC2C(CCC3(C2CCC3(C(=O)C)OC(=O)C)C)C4(C1=CC(=O)CC4)C. (2) Drug 1: CC12CCC3C(C1CCC2=O)CC(=C)C4=CC(=O)C=CC34C. Synergy scores: CSS=19.5, Synergy_ZIP=7.43, Synergy_Bliss=12.9, Synergy_Loewe=12.5, Synergy_HSA=12.0. Cell line: NCI-H460. Drug 2: CC1C(C(=O)NC(C(=O)N2CCCC2C(=O)N(CC(=O)N(C(C(=O)O1)C(C)C)C)C)C(C)C)NC(=O)C3=C4C(=C(C=C3)C)OC5=C(C(=O)C(=C(C5=N4)C(=O)NC6C(OC(=O)C(N(C(=O)CN(C(=O)C7CCCN7C(=O)C(NC6=O)C(C)C)C)C)C(C)C)C)N)C. (3) Drug 1: C1=CN(C(=O)N=C1N)C2C(C(C(O2)CO)O)O.Cl. Drug 2: C(CC(=O)O)C(=O)CN.Cl. Synergy scores: CSS=42.4, Synergy_ZIP=-1.89, Synergy_Bliss=-1.55, Synergy_Loewe=-19.8, Synergy_HSA=1.73. Cell line: NCIH23. (4) Drug 1: COC1=NC(=NC2=C1N=CN2C3C(C(C(O3)CO)O)O)N. Drug 2: CC=C1C(=O)NC(C(=O)OC2CC(=O)NC(C(=O)NC(CSSCCC=C2)C(=O)N1)C(C)C)C(C)C. Cell line: NCIH23. Synergy scores: CSS=50.1, Synergy_ZIP=0.595, Synergy_Bliss=-2.87, Synergy_Loewe=-77.5, Synergy_HSA=-3.43. (5) Drug 2: C(CN)CNCCSP(=O)(O)O. Synergy scores: CSS=-5.14, Synergy_ZIP=-0.214, Synergy_Bliss=-6.35, Synergy_Loewe=-6.74, Synergy_HSA=-7.22. Cell line: NCI/ADR-RES. Drug 1: CC(C1=C(C=CC(=C1Cl)F)Cl)OC2=C(N=CC(=C2)C3=CN(N=C3)C4CCNCC4)N.